This data is from Catalyst prediction with 721,799 reactions and 888 catalyst types from USPTO. The task is: Predict which catalyst facilitates the given reaction. Reactant: [N+:1]([CH2:4][CH:5]([C:7]1[CH:12]=[CH:11][C:10]([C:13]2[CH:18]=[CH:17][CH:16]=[CH:15][N:14]=2)=[CH:9][CH:8]=1)[OH:6])([O-])=O.CC(C)=O.[NH4+].[Cl-]. Product: [NH2:1][CH2:4][CH:5]([C:7]1[CH:12]=[CH:11][C:10]([C:13]2[CH:18]=[CH:17][CH:16]=[CH:15][N:14]=2)=[CH:9][CH:8]=1)[OH:6]. The catalyst class is: 739.